This data is from Forward reaction prediction with 1.9M reactions from USPTO patents (1976-2016). The task is: Predict the product of the given reaction. (1) Given the reactants Br[C:2]1[CH:7]=[C:6]([CH:8]([CH3:10])[CH3:9])[CH:5]=[CH:4][C:3]=1[NH:11][C:12](=[O:14])[CH3:13].[OH2:15].CN(C)[CH:18]=[O:19], predict the reaction product. The product is: [C:12]([NH:11][C:3]1[CH:4]=[CH:5][C:6]([CH:8]([CH3:10])[CH3:9])=[CH:7][C:2]=1[C:18]([OH:19])=[O:15])(=[O:14])[CH3:13]. (2) The product is: [NH2:17][C:18]1[N:19]=[C:20]([C:25]#[N:26])[C:21]([C:8]2[CH:9]=[CH:10][C:5]([CH:1]3[CH2:4][CH2:3][CH2:2]3)=[C:6]([O:15][CH3:16])[C:7]=2[F:14])=[N:22][CH:23]=1. Given the reactants [CH:1]1([C:5]2[CH:10]=[CH:9][C:8](B(O)O)=[C:7]([F:14])[C:6]=2[O:15][CH3:16])[CH2:4][CH2:3][CH2:2]1.[NH2:17][C:18]1[CH:23]=[N:22][C:21](Br)=[C:20]([C:25]#[N:26])[N:19]=1, predict the reaction product. (3) Given the reactants [C:1]([CH2:9][C:10]([O:12][CH2:13][CH3:14])=[O:11])(=O)C1C=CC=CC=1.C([OH:17])C.Cl.[H][H].[CH3:21][CH2:22][CH2:23][CH2:24][CH2:25][CH3:26].C(O)(C)C, predict the reaction product. The product is: [OH:17][C:23]1[CH:22]=[C:21]([C@H:9]([CH3:1])[C:10]([O:12][CH2:13][CH3:14])=[O:11])[CH:26]=[CH:25][CH:24]=1. (4) Given the reactants [F:1][C:2]([F:25])([F:24])[C:3]1[N:8]=[N:7][C:6]([NH:9][C@H:10]2[C@@H:15]3[CH2:16][C@@H:12]([CH2:13][N:14]3C(OC(C)(C)C)=O)[CH2:11]2)=[CH:5][CH:4]=1.Cl, predict the reaction product. The product is: [F:25][C:2]([F:1])([F:24])[C:3]1[N:8]=[N:7][C:6]([NH:9][C@H:10]2[C@@H:15]3[CH2:16][C@@H:12]([CH2:13][NH:14]3)[CH2:11]2)=[CH:5][CH:4]=1. (5) Given the reactants [Cl:1][C:2]1[CH:3]=[CH:4][C:5]([O:8][C@H:9]2[C@@H:14]3[CH2:15][CH2:16][C@@H:11]([CH2:12][N:13]3C(OC(C)(C)C)=O)[CH2:10]2)=[N:6][CH:7]=1.Cl, predict the reaction product. The product is: [Cl:1][C:2]1[CH:3]=[CH:4][C:5]([O:8][C@H:9]2[C@@H:14]3[CH2:15][CH2:16][C@@H:11]([CH2:12][NH:13]3)[CH2:10]2)=[N:6][CH:7]=1.